From a dataset of Forward reaction prediction with 1.9M reactions from USPTO patents (1976-2016). Predict the product of the given reaction. (1) The product is: [CH:12]1([N:9]2[C:10]3[C:5](=[CH:4][C:3]([F:19])=[C:2]([N:27]4[CH2:28][C@@H:29]([F:30])[C@@H:25]([CH2:24][NH:23][CH:20]5[CH2:21][CH2:22]5)[CH2:26]4)[N:11]=3)[C:6](=[O:18])[C:7]([C:15]([OH:17])=[O:16])=[CH:8]2)[CH2:14][CH2:13]1. Given the reactants Cl[C:2]1[N:11]=[C:10]2[C:5]([C:6](=[O:18])[C:7]([C:15]([OH:17])=[O:16])=[CH:8][N:9]2[CH:12]2[CH2:14][CH2:13]2)=[CH:4][C:3]=1[F:19].[CH:20]1([NH:23][CH2:24][C@@H:25]2[C@H:29]([F:30])[CH2:28][NH:27][CH2:26]2)[CH2:22][CH2:21]1, predict the reaction product. (2) Given the reactants [Br:1][C:2]1[C:3]([CH3:8])=[N:4][O:5][C:6]=1[NH2:7].[H-].[Na+].[CH3:11][O:12][C:13]1[CH:32]=[CH:31][C:16]([CH2:17][C:18]2[S:22][C:21]3[CH:23]=[CH:24][CH:25]=[CH:26][C:20]=3[C:19]=2[S:27](Cl)(=[O:29])=[O:28])=[CH:15][CH:14]=1, predict the reaction product. The product is: [Br:1][C:2]1[C:3]([CH3:8])=[N:4][O:5][C:6]=1[NH:7][S:27]([C:19]1[C:20]2[CH:26]=[CH:25][CH:24]=[CH:23][C:21]=2[S:22][C:18]=1[CH2:17][C:16]1[CH:15]=[CH:14][C:13]([O:12][CH3:11])=[CH:32][CH:31]=1)(=[O:28])=[O:29]. (3) Given the reactants [Cl:1][C:2]1[CH:3]=[C:4]([CH:8]=[CH:9][C:10]=1[Cl:11])[NH:5][CH:6]=[O:7].Br[CH2:13][CH2:14][CH2:15][Cl:16].C(=O)([O-])[O-].[Cs+].[Cs+], predict the reaction product. The product is: [Cl:1][C:2]1[CH:3]=[C:4]([CH:8]=[CH:9][C:10]=1[Cl:11])[N:5]([CH2:13][CH2:14][CH2:15][Cl:16])[CH:6]=[O:7]. (4) Given the reactants [OH-].[Na+].[CH2:3]([O:10][C:11]1[CH:16]=[CH:15][N:14]([C:17]2[CH:18]=[N:19][C:20]([N:23]3[CH2:27][CH2:26][CH:25]([C:28]([O:30]C)=[O:29])[CH2:24]3)=[CH:21][CH:22]=2)[C:13](=[O:32])[CH:12]=1)[C:4]1[CH:9]=[CH:8][CH:7]=[CH:6][CH:5]=1, predict the reaction product. The product is: [CH2:3]([O:10][C:11]1[CH:16]=[CH:15][N:14]([C:17]2[CH:18]=[N:19][C:20]([N:23]3[CH2:27][CH2:26][CH:25]([C:28]([OH:30])=[O:29])[CH2:24]3)=[CH:21][CH:22]=2)[C:13](=[O:32])[CH:12]=1)[C:4]1[CH:9]=[CH:8][CH:7]=[CH:6][CH:5]=1. (5) Given the reactants [CH3:1][C:2]1[CH:7]=[CH:6][C:5]([C:8]2[O:12][N:11]=[CH:10][C:9]=2[C:13]([OH:15])=O)=[CH:4][CH:3]=1.[CH3:16][C@H:17]1[O:22][C@@H:21]([CH3:23])[CH2:20][NH:19][CH2:18]1, predict the reaction product. The product is: [CH3:23][C@H:21]1[O:22][C@@H:17]([CH3:16])[CH2:18][N:19]([C:13]([C:9]2[CH:10]=[N:11][O:12][C:8]=2[C:5]2[CH:4]=[CH:3][C:2]([CH3:1])=[CH:7][CH:6]=2)=[O:15])[CH2:20]1. (6) Given the reactants C([O:3][C:4]([C:6]1([S:21]([C:24]2[CH:29]=[CH:28][C:27]([O:30][CH2:31][C:32]#[C:33][CH3:34])=[CH:26][CH:25]=2)(=[O:23])=[O:22])[CH2:11][CH2:10][N:9]([CH2:12][C:13]2[CH:18]=[CH:17][C:16]([C:19]#[N:20])=[CH:15][CH:14]=2)[CH2:8][CH2:7]1)=[O:5])C.CO.[OH-].[Na+], predict the reaction product. The product is: [CH2:31]([O:30][C:27]1[CH:28]=[CH:29][C:24]([S:21]([C:6]2([C:4]([OH:5])=[O:3])[CH2:11][CH2:10][N:9]([CH2:12][C:13]3[CH:14]=[CH:15][C:16]([C:19]#[N:20])=[CH:17][CH:18]=3)[CH2:8][CH2:7]2)(=[O:22])=[O:23])=[CH:25][CH:26]=1)[C:32]#[C:33][CH3:34]. (7) Given the reactants C(OC([N:8]1[CH2:13][CH2:12][CH:11]([N:14]([C:26]([O:28][CH2:29][C:30]2[CH:35]=[CH:34][CH:33]=[CH:32][CH:31]=2)=[O:27])[CH2:15][C:16]([O:18][CH2:19][C:20]2[CH:25]=[CH:24][CH:23]=[CH:22][CH:21]=2)=[O:17])[CH2:10][CH2:9]1)=O)(C)(C)C.Cl, predict the reaction product. The product is: [CH2:19]([O:18][C:16](=[O:17])[CH2:15][N:14]([C:26]([O:28][CH2:29][C:30]1[CH:31]=[CH:32][CH:33]=[CH:34][CH:35]=1)=[O:27])[CH:11]1[CH2:10][CH2:9][NH:8][CH2:13][CH2:12]1)[C:20]1[CH:25]=[CH:24][CH:23]=[CH:22][CH:21]=1. (8) Given the reactants N1C2C(=CC=CN=2)C(C(=O)C([O-])=O)=C1.[K+:15].[CH3:16][O:17][C:18]1[CH:26]=[N:25][C:24]([O:27][CH3:28])=[C:23]2[C:19]=1[C:20]([C:29](=[O:35])[C:30]([O:32]CC)=[O:31])=[CH:21][NH:22]2, predict the reaction product. The product is: [CH3:16][O:17][C:18]1[CH:26]=[N:25][C:24]([O:27][CH3:28])=[C:23]2[C:19]=1[C:20]([C:29](=[O:35])[C:30]([O-:32])=[O:31])=[CH:21][NH:22]2.[K+:15]. (9) Given the reactants [Cl:1][C:2]1[CH:7]=[CH:6][C:5]([C:8]2[CH:13]=[CH:12][CH:11]=[C:10]([CH2:14][NH:15][CH2:16][C:17]3[CH:22]=[CH:21][C:20]([F:23])=[CH:19][CH:18]=3)[CH:9]=2)=[CH:4][CH:3]=1.[Cl:24][C:25]1[C:26]([OH:36])=[C:27]([S:32](Cl)(=[O:34])=[O:33])[CH:28]=[C:29]([Cl:31])[CH:30]=1, predict the reaction product. The product is: [Cl:24][C:25]1[C:26]([OH:36])=[C:27]([S:32]([N:15]([CH2:14][C:10]2[CH:9]=[C:8]([C:5]3[CH:6]=[CH:7][C:2]([Cl:1])=[CH:3][CH:4]=3)[CH:13]=[CH:12][CH:11]=2)[CH2:16][C:17]2[CH:18]=[CH:19][C:20]([F:23])=[CH:21][CH:22]=2)(=[O:34])=[O:33])[CH:28]=[C:29]([Cl:31])[CH:30]=1. (10) Given the reactants C(OC(=O)[NH:7][C:8]1[CH:13]=[C:12]([O:14][CH2:15][C:16]([F:19])([F:18])[F:17])[C:11]([C:20]([F:23])([F:22])[F:21])=[CH:10][C:9]=1[NH:24][C:25](=[O:49])[CH2:26][C:27](=O)[C:28]1[CH:33]=[CH:32][CH:31]=[C:30]([C:34]2[CH:39]=[CH:38][N:37]=[C:36]([CH2:40][O:41]C3CCCCO3)[CH:35]=2)[CH:29]=1)(C)(C)C.C(O)(C(F)(F)F)=O, predict the reaction product. The product is: [OH:41][CH2:40][C:36]1[CH:35]=[C:34]([C:30]2[CH:29]=[C:28]([C:27]3[CH2:26][C:25](=[O:49])[NH:24][C:9]4[CH:10]=[C:11]([C:20]([F:22])([F:23])[F:21])[C:12]([O:14][CH2:15][C:16]([F:19])([F:18])[F:17])=[CH:13][C:8]=4[N:7]=3)[CH:33]=[CH:32][CH:31]=2)[CH:39]=[CH:38][N:37]=1.